This data is from Reaction yield outcomes from USPTO patents with 853,638 reactions. The task is: Predict the reaction yield, written as a fraction of the theoretical maximum amount of product (1.0 means a 100% yield; for example, 0.34 means a 34% yield). (1) The reactants are [Cl:1][C:2]([F:13])([F:12])[C:3]1[N:8]=[CH:7][C:6]([C:9](=[O:11])[CH3:10])=[CH:5][CH:4]=1.[BH4-].[Na+].Cl. The catalyst is CO. The product is [Cl:1][C:2]([F:12])([F:13])[C:3]1[N:8]=[CH:7][C:6]([CH:9]([OH:11])[CH3:10])=[CH:5][CH:4]=1. The yield is 0.930. (2) The reactants are [C:1]([C:11]1[C:15]2[CH:16]=[CH:17][C:18]([O:20][CH3:21])=[CH:19][C:14]=2[O:13][C:12]=1[CH2:22][CH3:23])(=[O:10])[C:2]1[CH:7]=[CH:6][C:5]([O:8]C)=[CH:4][CH:3]=1.[Na]. The catalyst is CN(C)C=O. The product is [CH2:22]([C:12]1[O:13][C:14]2[CH:19]=[C:18]([O:20][CH3:21])[CH:17]=[CH:16][C:15]=2[C:11]=1[C:1](=[O:10])[C:2]1[CH:3]=[CH:4][C:5]([OH:8])=[CH:6][CH:7]=1)[CH3:23]. The yield is 1.00. (3) The reactants are [CH3:1][C:2]1[N:3]([C:8]2[CH:17]=[C:16]3[C:11]([CH2:12][CH2:13][C:14](=[O:18])[NH:15]3)=[CH:10][CH:9]=2)[C:4]([CH3:7])=[CH:5][CH:6]=1.C(=O)([O-])[O-].[K+].[K+].Br[CH:26]([CH3:32])[C:27]([O:29][CH2:30][CH3:31])=[O:28]. The catalyst is C(#N)C. The product is [CH3:1][C:2]1[N:3]([C:8]2[CH:17]=[C:16]3[C:11]([CH2:12][CH2:13][C:14](=[O:18])[N:15]3[CH:26]([CH3:32])[C:27]([O:29][CH2:30][CH3:31])=[O:28])=[CH:10][CH:9]=2)[C:4]([CH3:7])=[CH:5][CH:6]=1. The yield is 0.810. (4) The reactants are [Cl:1][C:2]1[CH:3]=[CH:4][C:5]([C:23]([O:25]C)=O)=[C:6]2[C:10]=1[N:9]=[C:8]1[N:11]([C:14]3[C:19]([CH3:20])=[CH:18][C:17]([Cl:21])=[CH:16][C:15]=3[Cl:22])[CH2:12][CH2:13][N:7]21.[CH:27]1([Mg]Br)[CH2:29][CH2:28]1.O.O1[CH2:37][CH2:36][CH2:35]C1. No catalyst specified. The product is [Cl:1][C:2]1[C:10]2[N:9]=[C:8]3[N:11]([C:14]4[C:19]([CH3:20])=[CH:18][C:17]([Cl:21])=[CH:16][C:15]=4[Cl:22])[CH2:12][CH2:13][N:7]3[C:6]=2[C:5]([C:23]([CH:35]2[CH2:36][CH2:37]2)([CH:27]2[CH2:29][CH2:28]2)[OH:25])=[CH:4][CH:3]=1. The yield is 0.300. (5) The reactants are [CH3:1][C:2]1[C:16](=[O:17])[N:15]=[C:14]2[N:4]([C@@H:5]3[O:9][C@H:8]([CH2:10][OH:11])[C@@H:7]([OH:12])[C@@H:6]3[O:13]2)[CH:3]=1.[CH3:18][O:19][CH2:20][CH2:21][O:22]B([O:22][CH2:21][CH2:20][O:19][CH3:18])[O:22][CH2:21][CH2:20][O:19][CH3:18]. The catalyst is COCCO. The product is [CH3:18][O:19][CH2:20][CH2:21][O:22][C@@H:6]1[C@H:7]([OH:12])[C@@H:8]([CH2:10][OH:11])[O:9][C@H:5]1[N:4]1[CH:3]=[C:2]([CH3:1])[C:16](=[O:17])[NH:15][C:14]1=[O:13]. The yield is 0.630. (6) The reactants are Cl[C:2]1[C:7]([OH:8])=[CH:6][CH:5]=[C:4]([CH3:9])[N:3]=1.[CH3:10][O-:11].[Na+].CO.O. The catalyst is C(O)(=O)C. The product is [CH3:10][O:11][C:2]1[C:7]([OH:8])=[CH:6][CH:5]=[C:4]([CH3:9])[N:3]=1. The yield is 0.481. (7) The reactants are [N:1]1([C:12]([O:14][C:15]([CH3:18])([CH3:17])[CH3:16])=[O:13])[CH2:6][CH2:5][CH2:4][CH:3]([C:7]([O:9][CH2:10][CH3:11])=[O:8])[CH2:2]1.C[Si](C)(C)[N-][Si](C)(C)C.[K+].Br[CH2:30][CH:31]=[CH2:32].[Cl-].[NH4+]. The catalyst is O1CCCC1.O. The product is [CH2:32]([C:3]1([C:7]([O:9][CH2:10][CH3:11])=[O:8])[CH2:4][CH2:5][CH2:6][N:1]([C:12]([O:14][C:15]([CH3:17])([CH3:16])[CH3:18])=[O:13])[CH2:2]1)[CH:31]=[CH2:30]. The yield is 0.910. (8) The reactants are [C:1]([O:5][C:6](=[O:26])[NH:7][C:8]1[S:9][C:10]2[CH:16]=[C:15]([CH:17]=[O:18])[CH:14]=[C:13]([C:19]3[CH:24]=[CH:23][CH:22]=[C:21]([Br:25])[CH:20]=3)[C:11]=2[N:12]=1)([CH3:4])([CH3:3])[CH3:2].[F:27][C:28]1[CH:33]=[CH:32][C:31]([Mg]Br)=[CH:30][CH:29]=1.[NH4+].[Cl-]. The catalyst is C1COCC1. The product is [C:1]([O:5][C:6](=[O:26])[NH:7][C:8]1[S:9][C:10]2[CH:16]=[C:15]([CH:17]([C:31]3[CH:32]=[CH:33][C:28]([F:27])=[CH:29][CH:30]=3)[OH:18])[CH:14]=[C:13]([C:19]3[CH:24]=[CH:23][CH:22]=[C:21]([Br:25])[CH:20]=3)[C:11]=2[N:12]=1)([CH3:4])([CH3:2])[CH3:3]. The yield is 0.350. (9) The product is [Cl:26][C:3]1[C:2]([Cl:1])=[CH:7][CH:6]=[CH:5][C:4]=1[C:9]1[N:13]2[C:14]3[N:22]=[C:21]([O:23][CH3:24])[CH:20]=[CH:19][C:15]=3[N:16]=[C:17]([CH3:18])[C:12]2=[C:11]([CH3:25])[N:10]=1. The yield is 0.850. The catalyst is C1C=CC([P]([Pd]([P](C2C=CC=CC=2)(C2C=CC=CC=2)C2C=CC=CC=2)([P](C2C=CC=CC=2)(C2C=CC=CC=2)C2C=CC=CC=2)[P](C2C=CC=CC=2)(C2C=CC=CC=2)C2C=CC=CC=2)(C2C=CC=CC=2)C2C=CC=CC=2)=CC=1. The reactants are [Cl:1][C:2]1[CH:3]=[C:4]([C:9]2[N:13]3[C:14]4[N:22]=[C:21]([O:23][CH3:24])[CH:20]=[CH:19][C:15]=4[N:16]=[C:17]([CH3:18])[C:12]3=[C:11]([CH3:25])[N:10]=2)[CH:5]=[C:6](Cl)[CH:7]=1.[Cl:26]C1C(Cl)=CC=CC=1B(O)O.C([O-])([O-])=O.[K+].[K+].